This data is from Forward reaction prediction with 1.9M reactions from USPTO patents (1976-2016). The task is: Predict the product of the given reaction. Given the reactants C[O:2][C:3](=[O:30])[C:4]([CH3:29])([CH3:28])[CH2:5][CH2:6][NH:7][C:8]([C:10]1[N:11]=[CH:12][C:13]2[C:18]([C:19]=1[OH:20])=[CH:17][CH:16]=[C:15]([O:21][C:22]1[CH:27]=[CH:26][CH:25]=[CH:24][CH:23]=1)[CH:14]=2)=[O:9].[OH-].[Na+].CO.Cl, predict the reaction product. The product is: [OH:20][C:19]1[C:18]2[C:13](=[CH:14][C:15]([O:21][C:22]3[CH:23]=[CH:24][CH:25]=[CH:26][CH:27]=3)=[CH:16][CH:17]=2)[CH:12]=[N:11][C:10]=1[C:8]([NH:7][CH2:6][CH2:5][C:4]([CH3:29])([CH3:28])[C:3]([OH:30])=[O:2])=[O:9].